Dataset: Forward reaction prediction with 1.9M reactions from USPTO patents (1976-2016). Task: Predict the product of the given reaction. (1) The product is: [CH3:17][O:18][C:19]1[CH:26]=[C:25]([O:27][CH3:28])[CH:24]=[CH:23][C:20]=1[CH2:21][NH:2][C:1]1[C:3]2[C:4](=[CH:5][CH:6]=[C:7]([N+:9]([O-:11])=[O:10])[CH:8]=2)[N:12]=[CH:13][N:14]=1. Given the reactants [C:1]([C:3]1[CH:8]=[C:7]([N+:9]([O-:11])=[O:10])[CH:6]=[CH:5][C:4]=1/[N:12]=[CH:13]/[N:14](C)C)#[N:2].[CH3:17][O:18][C:19]1[CH:26]=[C:25]([O:27][CH3:28])[CH:24]=[CH:23][C:20]=1[CH2:21]N.C(O)(=O)C, predict the reaction product. (2) Given the reactants [Cl:1][C:2]1[CH:7]=[CH:6][C:5]([S:8]([CH2:11][C:12]2[CH:17]=[CH:16][N:15]=[CH:14][CH:13]=2)(=[O:10])=[O:9])=[CH:4][CH:3]=1.[CH2:18]([N:25]1[CH2:30][CH2:29][CH:28](O)[CH2:27][CH2:26]1)[C:19]1[CH:24]=[CH:23][CH:22]=[CH:21][CH:20]=1.C(C=P(CCCC)(CCCC)CCCC)#N, predict the reaction product. The product is: [CH2:18]([N:25]1[CH2:30][CH2:29][CH:28]([CH:11]([S:8]([C:5]2[CH:6]=[CH:7][C:2]([Cl:1])=[CH:3][CH:4]=2)(=[O:10])=[O:9])[C:12]2[CH:13]=[CH:14][N:15]=[CH:16][CH:17]=2)[CH2:27][CH2:26]1)[C:19]1[CH:24]=[CH:23][CH:22]=[CH:21][CH:20]=1. (3) Given the reactants Cl[C:2]1[CH:7]=[C:6]([C:8]2[CH:13]=[CH:12][CH:11]=[CH:10][CH:9]=2)[N:5]=[C:4]([NH:14][C:15](=[O:32])[CH2:16][CH2:17][C:18]([C:20]2[CH:25]=[CH:24][C:23]([O:26][CH2:27][CH3:28])=[C:22]([O:29][CH2:30][CH3:31])[CH:21]=2)=[O:19])[CH:3]=1.C1(C2C=CC=CC=2)C=CC=CC=1P(C1CCCCC1)C1CCCCC1.C(=O)([O-])[O-].[K+].[K+].[OH:64][CH2:65][C:66]1[CH:71]=[CH:70][CH:69]=[CH:68][C:67]=1B(O)O, predict the reaction product. The product is: [CH2:30]([O:29][C:22]1[CH:21]=[C:20]([C:18](=[O:19])[CH2:17][CH2:16][C:15]([NH:14][C:4]2[CH:3]=[C:2]([C:67]3[CH:68]=[CH:69][CH:70]=[CH:71][C:66]=3[CH2:65][OH:64])[CH:7]=[C:6]([C:8]3[CH:13]=[CH:12][CH:11]=[CH:10][CH:9]=3)[N:5]=2)=[O:32])[CH:25]=[CH:24][C:23]=1[O:26][CH2:27][CH3:28])[CH3:31]. (4) Given the reactants [CH:1]([C:3]1[CH:8]=[CH:7][CH:6]=[CH:5][C:4]=1[C:9]1[CH:14]=[CH:13][C:12]([CH:15]([CH3:24])[CH2:16][NH:17][S:18]([CH:21]([CH3:23])[CH3:22])(=[O:20])=[O:19])=[CH:11][CH:10]=1)=[O:2].[BH4-].[Na+], predict the reaction product. The product is: [OH:2][CH2:1][C:3]1[CH:8]=[CH:7][CH:6]=[CH:5][C:4]=1[C:9]1[CH:14]=[CH:13][C:12]([CH:15]([CH3:24])[CH2:16][NH:17][S:18]([CH:21]([CH3:23])[CH3:22])(=[O:20])=[O:19])=[CH:11][CH:10]=1. (5) Given the reactants [C:1]1(=[O:11])[NH:5][C:4](=[O:6])[C:3]2=[CH:7][CH:8]=[CH:9][CH:10]=[C:2]12.C1(P(C2C=CC=CC=2)C2C=CC=CC=2)C=CC=CC=1.O[CH2:32][CH:33]([NH:37][C:38](=[O:44])[O:39][C:40]([CH3:43])([CH3:42])[CH3:41])[CH:34]([CH3:36])[CH3:35].CC(OC(/N=N/C(OC(C)C)=O)=O)C, predict the reaction product. The product is: [C:40]([O:39][C:38](=[O:44])[NH:37][CH:33]([CH:34]([CH3:36])[CH3:35])[CH2:32][N:5]1[C:1](=[O:11])[C:2]2[C:3](=[CH:7][CH:8]=[CH:9][CH:10]=2)[C:4]1=[O:6])([CH3:42])([CH3:43])[CH3:41]. (6) Given the reactants [CH3:1][C:2]1[CH:7]=[C:6]([C:8]2[NH:17][C:16](=[O:18])[C:15]3[C:10](=[CH:11][C:12](F)=[CH:13][C:14]=3[O:19][CH2:20][CH2:21][O:22][CH:23]([CH3:25])[CH3:24])[N:9]=2)[CH:5]=[C:4]([CH3:27])[N:3]=1.[CH3:28][O-:29].[Na+], predict the reaction product. The product is: [CH3:1][C:2]1[CH:7]=[C:6]([C:8]2[NH:17][C:16](=[O:18])[C:15]3[C:10](=[CH:11][C:12]([O:29][CH3:28])=[CH:13][C:14]=3[O:19][CH2:20][CH2:21][O:22][CH:23]([CH3:25])[CH3:24])[N:9]=2)[CH:5]=[C:4]([CH3:27])[N:3]=1.